From a dataset of Forward reaction prediction with 1.9M reactions from USPTO patents (1976-2016). Predict the product of the given reaction. (1) Given the reactants [Cl:1][C:2]1[CH:3]=[CH:4][C:5]([N:8]2[CH:12]=[C:11]([CH2:13][CH2:14][CH2:15][O:16][C:17]3[CH:22]=[CH:21][CH:20]=[CH:19][C:18]=3[CH2:23][C:24]([O:26]C)=[O:25])[C:10]([CH:28]([CH3:30])[CH3:29])=[N:9]2)=[N:6][CH:7]=1.[OH-].[Na+].O1CCCC1.Cl, predict the reaction product. The product is: [Cl:1][C:2]1[CH:3]=[CH:4][C:5]([N:8]2[CH:12]=[C:11]([CH2:13][CH2:14][CH2:15][O:16][C:17]3[CH:22]=[CH:21][CH:20]=[CH:19][C:18]=3[CH2:23][C:24]([OH:26])=[O:25])[C:10]([CH:28]([CH3:30])[CH3:29])=[N:9]2)=[N:6][CH:7]=1. (2) Given the reactants F[P-](F)(F)(F)(F)F.N1(O[P+](N(C)C)(N(C)C)N(C)C)C2C=CC=CC=2N=N1.[CH:28]1([CH2:34][C@H:35]([N:39]2[CH2:47][C:46]3[C:41](=[CH:42][CH:43]=[CH:44][CH:45]=3)[C:40]2=[O:48])[C:36](O)=[O:37])[CH2:33][CH2:32][CH2:31][CH2:30][CH2:29]1.[NH2:49][C:50]1[NH:51][CH:52]=[CH:53][N:54]=1.C1(C[C@H](N2CC3C(=CC=CC=3)C2=O)C(NC2SC=CN=2)=O)CCCCC1, predict the reaction product. The product is: [CH:28]1([CH2:34][C@H:35]([N:39]2[CH2:47][C:46]3[C:41](=[CH:42][CH:43]=[CH:44][CH:45]=3)[C:40]2=[O:48])[C:36]([NH:49][C:50]2[NH:51][CH:52]=[CH:53][N:54]=2)=[O:37])[CH2:29][CH2:30][CH2:31][CH2:32][CH2:33]1. (3) The product is: [CH3:42][N:31]([C:28]1[CH:27]=[CH:26][C:25]([NH:24]/[C:17](/[C:18]2[CH:19]=[CH:20][CH:21]=[CH:22][CH:23]=2)=[C:6]2\[C:5](=[O:43])[NH:4][C:12]3[C:7]\2=[N:8][CH:9]=[C:10]([C:13]([O:15][CH3:16])=[O:14])[CH:11]=3)=[CH:30][CH:29]=1)[C:32](=[O:41])[CH2:33][N:34]1[CH2:35][CH2:36][N:37]([CH3:40])[CH2:38][CH2:39]1. Given the reactants C([N:4]1[C:12]2[C:7](=[N:8][CH:9]=[C:10]([C:13]([O:15][CH3:16])=[O:14])[CH:11]=2)/[C:6](=[C:17](/[NH:24][C:25]2[CH:30]=[CH:29][C:28]([N:31]([CH3:42])[C:32](=[O:41])[CH2:33][N:34]3[CH2:39][CH2:38][N:37]([CH3:40])[CH2:36][CH2:35]3)=[CH:27][CH:26]=2)\[C:18]2[CH:23]=[CH:22][CH:21]=[CH:20][CH:19]=2)/[C:5]1=[O:43])(=O)C.C([O-])([O-])=O.[K+].[K+], predict the reaction product. (4) Given the reactants [CH3:1][N:2]1[CH:6]([C:7](O)=[O:8])[CH2:5][O:4][C:3]1=[O:10].Cl.CN(C)CCCN=C=NCC.ON1C2C=CC=CC=2N=N1.C(N1CCOCC1)C.[Cl:41][C:42]1[C:47]([C:48]([F:51])([F:50])[F:49])=[CH:46][CH:45]=[CH:44][C:43]=1[CH2:52][NH2:53], predict the reaction product. The product is: [Cl:41][C:42]1[C:47]([C:48]([F:50])([F:51])[F:49])=[CH:46][CH:45]=[CH:44][C:43]=1[CH2:52][NH:53][C:7]([CH:6]1[CH2:5][O:4][C:3](=[O:10])[N:2]1[CH3:1])=[O:8]. (5) Given the reactants [Cl:1][C:2]1[CH:3]=[C:4]([CH:8]2[CH2:12][N:11]([C:13]3[CH:18]=[CH:17][C:16]([F:19])=[CH:15][CH:14]=3)[C:10](=[O:20])[N:9]2[CH:21]2[CH2:26][CH2:25][NH:24][CH2:23][CH2:22]2)[CH:5]=[CH:6][CH:7]=1.[CH2:27]([O:29][C:30]([CH:32]1[CH2:37][CH2:36][N:35]([C:38](=[O:51])[C:39]2[CH:44]=[CH:43][C:42]([CH2:45]OS(C)(=O)=O)=[CH:41][CH:40]=2)[CH2:34][CH2:33]1)=[O:31])[CH3:28].C([O-])([O-])=O.[K+].[K+], predict the reaction product. The product is: [CH2:27]([O:29][C:30]([CH:32]1[CH2:37][CH2:36][N:35]([C:38](=[O:51])[C:39]2[CH:44]=[CH:43][C:42]([CH2:45][N:24]3[CH2:25][CH2:26][CH:21]([N:9]4[CH:8]([C:4]5[CH:5]=[CH:6][CH:7]=[C:2]([Cl:1])[CH:3]=5)[CH2:12][N:11]([C:13]5[CH:14]=[CH:15][C:16]([F:19])=[CH:17][CH:18]=5)[C:10]4=[O:20])[CH2:22][CH2:23]3)=[CH:41][CH:40]=2)[CH2:34][CH2:33]1)=[O:31])[CH3:28]. (6) The product is: [C:1]([O:5][C:6](=[O:19])[CH2:7][C@@H:8]([CH2:9][OH:10])[CH2:12][C@H:13]([CH3:18])[CH2:14][CH2:15][CH2:16][CH3:17])([CH3:2])([CH3:4])[CH3:3]. Given the reactants [C:1]([O:5][C:6](=[O:19])[CH2:7][C@H:8]([CH2:12][C@H:13]([CH3:18])[CH2:14][CH2:15][CH2:16][CH3:17])[C:9](O)=[O:10])([CH3:4])([CH3:3])[CH3:2].CSC.B, predict the reaction product. (7) Given the reactants [S:1]1[C:5]2[CH:6]=[CH:7][CH:8]=[CH:9][C:4]=2[N:3]=[C:2]1[NH:10][C:11]1[CH:26]=[CH:25][C:14]([O:15][C:16]2[N:24]=[CH:23][CH:22]=[CH:21][C:17]=2[C:18](O)=[O:19])=[CH:13][CH:12]=1.[CH:27]1([CH2:30][NH2:31])[CH2:29][CH2:28]1.C(N(CC)CC)C.CN(C(ON1N=NC2C=CC=NC1=2)=[N+](C)C)C.F[P-](F)(F)(F)(F)F, predict the reaction product. The product is: [S:1]1[C:5]2[CH:6]=[CH:7][CH:8]=[CH:9][C:4]=2[N:3]=[C:2]1[NH:10][C:11]1[CH:26]=[CH:25][C:14]([O:15][C:16]2[N:24]=[CH:23][CH:22]=[CH:21][C:17]=2[C:18]([NH:31][CH2:30][CH:27]2[CH2:29][CH2:28]2)=[O:19])=[CH:13][CH:12]=1. (8) Given the reactants [CH3:1][N:2]1[C:10]2[C:5](=[CH:6][CH:7]=[C:8]([C:11]([O:13][CH3:14])=[O:12])[CH:9]=2)[CH:4]=[CH:3]1.[Na].[OH-].[Na+], predict the reaction product. The product is: [CH3:1][N:2]1[C:10]2[C:5](=[CH:6][CH:7]=[C:8]([C:11]([O:13][CH3:14])=[O:12])[CH:9]=2)[CH2:4][CH2:3]1. (9) Given the reactants Br[C:2]1[C:3]2[CH:10]=[C:9]([CH2:11][O:12][C:13]3[CH:18]=[CH:17][C:16]([C:19]4([CH2:24][C:25]([O:27][CH2:28][CH3:29])=[O:26])[CH2:22][C:21](=[O:23])[CH2:20]4)=[CH:15][CH:14]=3)[CH:8]=[CH:7][C:4]=2[S:5][CH:6]=1.[CH3:30][C:31]1[C:36](B(O)O)=[CH:35][CH:34]=[CH:33][N:32]=1.C(Cl)Cl, predict the reaction product. The product is: [CH3:30][C:31]1[C:36]([C:2]2[C:3]3[CH:10]=[C:9]([CH2:11][O:12][C:13]4[CH:14]=[CH:15][C:16]([C:19]5([CH2:24][C:25]([O:27][CH2:28][CH3:29])=[O:26])[CH2:22][C:21](=[O:23])[CH2:20]5)=[CH:17][CH:18]=4)[CH:8]=[CH:7][C:4]=3[S:5][CH:6]=2)=[CH:35][CH:34]=[CH:33][N:32]=1. (10) Given the reactants C[O:2][C:3](=[O:13])[C:4]1[CH:9]=[C:8]([Cl:10])[N:7]=[C:6]([Br:11])[C:5]=1[NH2:12].[OH-].[Na+].C(OCC)C.O, predict the reaction product. The product is: [NH2:12][C:5]1[C:6]([Br:11])=[N:7][C:8]([Cl:10])=[CH:9][C:4]=1[C:3]([OH:13])=[O:2].